From a dataset of Full USPTO retrosynthesis dataset with 1.9M reactions from patents (1976-2016). Predict the reactants needed to synthesize the given product. (1) Given the product [CH3:17][C:2]([CH3:1])([CH3:18])[CH2:3][N:4]1[C:12]2[C:7](=[N:8][C:9]([C@@H:13]3[CH2:14][C@H:21]3[C:22]([O:24][CH2:25][CH3:26])=[O:23])=[CH:10][CH:11]=2)[N:6]([CH3:15])[C:5]1=[O:16], predict the reactants needed to synthesize it. The reactants are: [CH3:1][C:2]([CH3:18])([CH3:17])[CH2:3][N:4]1[C:12]2[C:7](=[N:8][C:9]([CH:13]=[CH2:14])=[CH:10][CH:11]=2)[N:6]([CH3:15])[C:5]1=[O:16].[N+](=[CH:21][C:22]([O:24][CH2:25][CH3:26])=[O:23])=[N-]. (2) The reactants are: [F:1][C:2]1[C:3]([C:9]2[N:13]([CH3:14])[C:12]([C:15]([F:18])([F:17])[F:16])=[N:11][CH:10]=2)=[N:4][C:5]([NH2:8])=[N:6][CH:7]=1.[Cl:19][C:20]1[C:21]([C:27]([N:29]2[CH2:34][CH2:33][CH2:32][CH2:31][CH2:30]2)=[O:28])=[N:22][CH:23]=[C:24](Cl)[CH:25]=1.C(=O)([O-])[O-].[Cs+].[Cs+].CC1(C)C2C(=C(P(C3C=CC=CC=3)C3C=CC=CC=3)C=CC=2)OC2C(P(C3C=CC=CC=3)C3C=CC=CC=3)=CC=CC1=2. Given the product [ClH:19].[Cl:19][C:20]1[CH:25]=[C:24]([NH:8][C:5]2[N:4]=[C:3]([C:9]3[N:13]([CH3:14])[C:12]([C:15]([F:18])([F:16])[F:17])=[N:11][CH:10]=3)[C:2]([F:1])=[CH:7][N:6]=2)[CH:23]=[N:22][C:21]=1[C:27]([N:29]1[CH2:34][CH2:33][CH2:32][CH2:31][CH2:30]1)=[O:28], predict the reactants needed to synthesize it. (3) Given the product [CH3:12][S:3][C:2]1[NH:4][C:5](=[O:6])[CH:7]=[CH:8][N:1]=1, predict the reactants needed to synthesize it. The reactants are: [NH:1]1[CH:8]=[CH:7][C:5](=[O:6])[NH:4][C:2]1=[S:3].[OH-].[Na+].O.[CH3:12]I. (4) The reactants are: [NH:1]1[C:22]2[C:9]3[NH:10][C:11]4[C:16]([C:8]=3[CH2:7][CH2:6][CH2:5][C:4]=2[CH:3]=[N:2]1)=[CH:15][C:14]([C:17]([O:19]CC)=[O:18])=[CH:13][CH:12]=4.[OH-].[Na+].Cl. Given the product [NH:1]1[C:22]2[C:9]3[NH:10][C:11]4[C:16]([C:8]=3[CH2:7][CH2:6][CH2:5][C:4]=2[CH:3]=[N:2]1)=[CH:15][C:14]([C:17]([OH:19])=[O:18])=[CH:13][CH:12]=4, predict the reactants needed to synthesize it.